This data is from Reaction yield outcomes from USPTO patents with 853,638 reactions. The task is: Predict the reaction yield, written as a fraction of the theoretical maximum amount of product (1.0 means a 100% yield; for example, 0.34 means a 34% yield). (1) The reactants are C([O:8][C:9]1[CH:10]=[CH:11][C:12]2[C:13]3[N:14]([CH2:30][CH2:31][N:32]=3)[C:15]([NH:21][C:22](=[O:29])[C:23]3[CH:28]=[CH:27][CH:26]=[N:25][CH:24]=3)=[N:16][C:17]=2[C:18]=1[O:19][CH3:20])C1C=CC=CC=1.C(O)(C(F)(F)F)=O. The catalyst is CO. The product is [OH:8][C:9]1[CH:10]=[CH:11][C:12]2[C:13]3[N:14]([CH2:30][CH2:31][N:32]=3)[C:15]([NH:21][C:22](=[O:29])[C:23]3[CH:28]=[CH:27][CH:26]=[N:25][CH:24]=3)=[N:16][C:17]=2[C:18]=1[O:19][CH3:20]. The yield is 0.660. (2) The reactants are ClC(Cl)(Cl)[C:3]([C:5]1[N:14]2[C:8]([CH2:9][N:10]([C:19]([C:21]3[CH:26]=[CH:25][C:24]([C:27]4[CH:32]=[CH:31][CH:30]=[CH:29][C:28]=4[CH3:33])=[C:23]([CH3:34])[CH:22]=3)=[O:20])[C:11]3[CH:18]=[CH:17][CH:16]=[CH:15][C:12]=3[CH2:13]2)=[CH:7][CH:6]=1)=[O:4].CS(C)=O.[NH2:41][CH2:42][C:43]1[CH:44]=[N:45][CH:46]=[CH:47][CH:48]=1.C(OCC)C. The catalyst is C(#N)C. The product is [CH3:34][C:23]1[CH:22]=[C:21]([C:19]([N:10]2[C:11]3[CH:18]=[CH:17][CH:16]=[CH:15][C:12]=3[CH2:13][N:14]3[C:5]([C:3]([NH:41][CH2:42][C:43]4[CH:44]=[N:45][CH:46]=[CH:47][CH:48]=4)=[O:4])=[CH:6][CH:7]=[C:8]3[CH2:9]2)=[O:20])[CH:26]=[CH:25][C:24]=1[C:27]1[CH:32]=[CH:31][CH:30]=[CH:29][C:28]=1[CH3:33]. The yield is 0.750. (3) The reactants are Cl.O1[C:6]2([CH2:11][CH2:10][CH:9]([N:12]3[CH2:16][CH2:15][C@@H:14]([NH:17]C(=O)OC(C)(C)C)[CH2:13]3)[CH2:8][CH2:7]2)[O:5]CC1.C([O-])([O-])=O.[Na+].[Na+]. The catalyst is O1CCOCC1. The product is [NH2:17][C@@H:14]1[CH2:15][CH2:16][N:12]([CH:9]2[CH2:10][CH2:11][C:6](=[O:5])[CH2:7][CH2:8]2)[CH2:13]1. The yield is 0.715. (4) The reactants are [C:1]([O:5][C:6]([N:8]1[CH2:14][CH2:13][C:12]2[C:15]([SH:20])=[C:16]([Cl:19])[CH:17]=[CH:18][C:11]=2[CH2:10][CH2:9]1)=[O:7])([CH3:4])([CH3:3])[CH3:2].[H-].[Na+].[F:23][C:24]1[CH:29]=[CH:28][C:27]([CH:30](Br)[CH3:31])=[CH:26][CH:25]=1.O. The catalyst is CN(C=O)C. The product is [C:1]([O:5][C:6]([N:8]1[CH2:14][CH2:13][C:12]2[C:15]([S:20][CH:30]([C:27]3[CH:28]=[CH:29][C:24]([F:23])=[CH:25][CH:26]=3)[CH3:31])=[C:16]([Cl:19])[CH:17]=[CH:18][C:11]=2[CH2:10][CH2:9]1)=[O:7])([CH3:4])([CH3:2])[CH3:3]. The yield is 0.840.